Dataset: Catalyst prediction with 721,799 reactions and 888 catalyst types from USPTO. Task: Predict which catalyst facilitates the given reaction. (1) Reactant: [N:1]([CH:4]([C:6]1[C:15]([C:16]2[CH:21]=[CH:20][CH:19]=[C:18]([F:22])[CH:17]=2)=[C:14]2[C:9]([CH:10]=[CH:11][N:12]=[N:13]2)=[C:8]([Cl:23])[CH:7]=1)[CH3:5])=[N+]=[N-].O.CP(C)C. Product: [Cl:23][C:8]1[CH:7]=[C:6]([CH:4]([NH2:1])[CH3:5])[C:15]([C:16]2[CH:21]=[CH:20][CH:19]=[C:18]([F:22])[CH:17]=2)=[C:14]2[C:9]=1[CH:10]=[CH:11][N:12]=[N:13]2. The catalyst class is: 54. (2) Reactant: [Cl:1][C:2]1[CH:3]=[C:4]([C:8](=[O:21])[CH:9]([CH3:20])[CH2:10][N:11](C)[C:12](=O)OC(C)(C)C)[CH:5]=[CH:6][CH:7]=1.[H-].[H-].[H-].[H-].[Li+].[Al+3]. Product: [Cl:1][C:2]1[CH:3]=[C:4]([CH:8]([OH:21])[CH:9]([CH3:20])[CH2:10][NH:11][CH3:12])[CH:5]=[CH:6][CH:7]=1. The catalyst class is: 56. (3) Reactant: FC(F)(F)C(O)=O.FC(F)(F)C(O)=O.[NH2:15][CH2:16][C@H:17]1[CH2:22][CH2:21][C@H:20]([N:23]2[C:27]3=[C:28]4[S:34][CH:33]=[CH:32][C:29]4=[N:30][CH:31]=[C:26]3[N:25]=[C:24]2[C@H:35]([OH:37])[CH3:36])[CH2:19][CH2:18]1.C(N(CC)CC)C.Cl[C:46]([O:48][CH2:49][CH2:50][CH3:51])=[O:47]. Product: [OH:37][C@@H:35]([C:24]1[N:23]([C@H:20]2[CH2:21][CH2:22][C@H:17]([CH2:16][NH:15][C:46](=[O:47])[O:48][CH2:49][CH2:50][CH3:51])[CH2:18][CH2:19]2)[C:27]2=[C:28]3[S:34][CH:33]=[CH:32][C:29]3=[N:30][CH:31]=[C:26]2[N:25]=1)[CH3:36]. The catalyst class is: 2. (4) Reactant: [Si](O[C@H]1CC(=O)N([C:15]2[C:16]([C:23]([F:26])([F:25])[F:24])=[C:17]([CH:20]=[CH:21][CH:22]=2)[C:18]#[N:19])[C@H]1CC)(C(C)(C)C)(C)C.[CH2:29]([OH:31])[CH3:30].Cl.[C:33](=[O:36])([O-])O.[Na+]. Product: [CH2:17]([C@H:18]1[C@@H:29]([OH:31])[CH2:30][C:33](=[O:36])[N:19]1[C:22]1[CH:21]=[CH:20][C:17]([C:18]#[N:19])=[C:16]([C:23]([F:24])([F:25])[F:26])[CH:15]=1)[CH3:16]. The catalyst class is: 7. (5) Reactant: [CH2:1]([O:3][C:4](=[O:20])[CH2:5][CH:6]([N:10]1[C:14]2[CH:15]=[CH:16][CH:17]=[CH:18][C:13]=2[NH:12][C:11]1=[O:19])[CH2:7][CH2:8][CH3:9])[CH3:2].Br[CH2:22][C:23]1[C:27]2[C:28]([CH3:33])=[CH:29][C:30]([CH3:32])=[CH:31][C:26]=2[S:25][N:24]=1.C([O-])([O-])=O.[K+].[K+].O. Product: [CH2:1]([O:3][C:4](=[O:20])[CH2:5][CH:6]([N:10]1[C:14]2[CH:15]=[CH:16][CH:17]=[CH:18][C:13]=2[N:12]([CH2:22][C:23]2[C:27]3[C:28]([CH3:33])=[CH:29][C:30]([CH3:32])=[CH:31][C:26]=3[S:25][N:24]=2)[C:11]1=[O:19])[CH2:7][CH2:8][CH3:9])[CH3:2]. The catalyst class is: 3.